Predict the reactants needed to synthesize the given product. From a dataset of Full USPTO retrosynthesis dataset with 1.9M reactions from patents (1976-2016). The reactants are: [Si]([O:8][CH2:9][CH2:10][NH:11][C@H:12]1[CH2:17][CH2:16][C@H:15]([NH:18][C:19]2[CH:24]=[C:23]([C:25]3[CH:30]=[CH:29][CH:28]=[C:27]([NH:31][CH2:32][C:33]4([C:39]#[N:40])[CH2:38][CH2:37][O:36][CH2:35][CH2:34]4)[N:26]=3)[C:22]([Cl:41])=[CH:21][N:20]=2)[CH2:14][CH2:13]1)(C(C)(C)C)(C)C.Br. Given the product [Cl:41][C:22]1[C:23]([C:25]2[CH:30]=[CH:29][CH:28]=[C:27]([NH:31][CH2:32][C:33]3([C:39]#[N:40])[CH2:38][CH2:37][O:36][CH2:35][CH2:34]3)[N:26]=2)=[CH:24][C:19]([NH:18][C@H:15]2[CH2:16][CH2:17][C@H:12]([NH:11][CH2:10][CH2:9][OH:8])[CH2:13][CH2:14]2)=[N:20][CH:21]=1, predict the reactants needed to synthesize it.